Dataset: Catalyst prediction with 721,799 reactions and 888 catalyst types from USPTO. Task: Predict which catalyst facilitates the given reaction. (1) Reactant: [Cl:1][CH2:2][CH2:3][O:4][C:5]1[CH:6]=[C:7]([CH2:11][C:12](=[O:16])[CH2:13][C:14]#[N:15])[CH:8]=[CH:9][CH:10]=1.[CH3:17][N:18]([CH:20](OC)OC)[CH3:19].C(N(CC)CC)C.[CH3:32][O:33][C:34]1[CH:35]=[C:36]([CH:39]=[CH:40][C:41]=1[O:42][CH3:43])CN. Product: [Cl:1][CH2:2][CH2:3][O:4][C:5]1[CH:6]=[C:7]([C:11]2[C:12](=[O:16])[C:13]([C:14]#[N:15])=[CH:20][N:18]([CH2:17][C:39]3[CH:36]=[CH:35][C:34]([O:33][CH3:32])=[C:41]([O:42][CH3:43])[CH:40]=3)[CH:19]=2)[CH:8]=[CH:9][CH:10]=1. The catalyst class is: 575. (2) Reactant: [CH3:1][O:2][C:3]([C:5]1[CH:9]=[C:8]([O:10][CH3:11])[N:7]([C:12]2[CH:17]=[CH:16][CH:15]=[CH:14][C:13]=2[F:18])[N:6]=1)=[O:4].S(Cl)([Cl:22])(=O)=O. Product: [CH3:1][O:2][C:3]([C:5]1[C:9]([Cl:22])=[C:8]([O:10][CH3:11])[N:7]([C:12]2[CH:17]=[CH:16][CH:15]=[CH:14][C:13]=2[F:18])[N:6]=1)=[O:4]. The catalyst class is: 15.